Dataset: NCI-60 drug combinations with 297,098 pairs across 59 cell lines. Task: Regression. Given two drug SMILES strings and cell line genomic features, predict the synergy score measuring deviation from expected non-interaction effect. (1) Drug 1: C1=CC=C(C=C1)NC(=O)CCCCCCC(=O)NO. Drug 2: COCCOC1=C(C=C2C(=C1)C(=NC=N2)NC3=CC=CC(=C3)C#C)OCCOC.Cl. Cell line: SF-295. Synergy scores: CSS=14.3, Synergy_ZIP=-1.98, Synergy_Bliss=1.25, Synergy_Loewe=-5.21, Synergy_HSA=-1.35. (2) Drug 1: CC1OCC2C(O1)C(C(C(O2)OC3C4COC(=O)C4C(C5=CC6=C(C=C35)OCO6)C7=CC(=C(C(=C7)OC)O)OC)O)O. Drug 2: CN1C=C(C=N1)C2=C3N=C(C(=C(N3N=C2)N)Br)C4CCCNC4. Cell line: SW-620. Synergy scores: CSS=22.2, Synergy_ZIP=1.52, Synergy_Bliss=-3.29, Synergy_Loewe=-27.6, Synergy_HSA=-3.30. (3) Drug 1: CC1=C2C(C(=O)C3(C(CC4C(C3C(C(C2(C)C)(CC1OC(=O)C(C(C5=CC=CC=C5)NC(=O)C6=CC=CC=C6)O)O)OC(=O)C7=CC=CC=C7)(CO4)OC(=O)C)O)C)OC(=O)C. Drug 2: COC1=C2C(=CC3=C1OC=C3)C=CC(=O)O2. Cell line: CAKI-1. Synergy scores: CSS=8.15, Synergy_ZIP=-9.29, Synergy_Bliss=-4.93, Synergy_Loewe=-21.9, Synergy_HSA=-5.62. (4) Drug 1: C1=CC(=CC=C1CC(C(=O)O)N)N(CCCl)CCCl.Cl. Drug 2: C1=CC=C(C=C1)NC(=O)CCCCCCC(=O)NO. Cell line: NCI-H226. Synergy scores: CSS=15.9, Synergy_ZIP=2.24, Synergy_Bliss=6.62, Synergy_Loewe=3.70, Synergy_HSA=5.30. (5) Drug 1: CC(CN1CC(=O)NC(=O)C1)N2CC(=O)NC(=O)C2. Drug 2: COC1=CC(=CC(=C1O)OC)C2C3C(COC3=O)C(C4=CC5=C(C=C24)OCO5)OC6C(C(C7C(O6)COC(O7)C8=CC=CS8)O)O. Cell line: SK-OV-3. Synergy scores: CSS=34.6, Synergy_ZIP=-0.0138, Synergy_Bliss=6.09, Synergy_Loewe=1.98, Synergy_HSA=8.42. (6) Drug 1: COC1=NC(=NC2=C1N=CN2C3C(C(C(O3)CO)O)O)N. Drug 2: C1CCC(C(C1)N)N.C(=O)(C(=O)[O-])[O-].[Pt+4]. Cell line: PC-3. Synergy scores: CSS=10.7, Synergy_ZIP=-3.07, Synergy_Bliss=1.51, Synergy_Loewe=-5.77, Synergy_HSA=1.24. (7) Drug 1: C1=NC2=C(N1)C(=S)N=CN2. Drug 2: CCN(CC)CCCC(C)NC1=C2C=C(C=CC2=NC3=C1C=CC(=C3)Cl)OC. Cell line: MCF7. Synergy scores: CSS=21.4, Synergy_ZIP=-9.60, Synergy_Bliss=-2.66, Synergy_Loewe=-8.66, Synergy_HSA=-1.26.